Dataset: Catalyst prediction with 721,799 reactions and 888 catalyst types from USPTO. Task: Predict which catalyst facilitates the given reaction. (1) Reactant: [CH:1]1[C:11]2[CH:10]=[CH:9][C:8]3[CH:12]=[CH:13][CH:14]=[CH:15][C:7]=3[C:6](=[CH:16][C:17](OCC)=[O:18])[C:5]=2[CH:4]=[CH:3][CH:2]=1.CCCCCC. Product: [CH:1]1[C:11]2[CH:10]=[CH:9][C:8]3[CH:12]=[CH:13][CH:14]=[CH:15][C:7]=3[C:6](=[CH:16][CH2:17][OH:18])[C:5]=2[CH:4]=[CH:3][CH:2]=1. The catalyst class is: 2. (2) Product: [CH3:39][C:36]1[S:35][C:34]([NH:33][C:31](=[O:32])[C:30]2[CH:29]=[CH:28][C:27]([O:26][C:25]3[CH:24]=[CH:23][N:22]=[C:21]4[NH:17][N:18]=[C:19]([CH:42]5[CH2:47][CH2:46][CH2:45][NH:44][CH2:43]5)[C:20]=34)=[CH:41][CH:40]=2)=[N:38][CH:37]=1. The catalyst class is: 67. Reactant: FC(F)(F)C(O)=O.COC1C=CC(C[N:17]2[C:21]3=[N:22][CH:23]=[CH:24][C:25]([O:26][C:27]4[CH:41]=[CH:40][C:30]([C:31]([NH:33][C:34]5[S:35][C:36]([CH3:39])=[CH:37][N:38]=5)=[O:32])=[CH:29][CH:28]=4)=[C:20]3[C:19]([CH:42]3[CH2:47][CH2:46][CH2:45][NH:44][CH2:43]3)=[N:18]2)=CC=1. (3) Reactant: [NH2:1][CH2:2][CH2:3][N:4]1[C:12]2[C:7](=[CH:8][C:9]([Cl:13])=[CH:10][CH:11]=2)[CH:6]=[C:5]1[CH2:14][N:15]1[C:19]2=[CH:20][N:21]=[CH:22][CH:23]=[C:18]2[C:17]2([CH2:25][CH2:24]2)[C:16]1=[O:26].[C:27](SC)(=[NH:29])N.S(=O)(=O)(O)[OH:33]. Product: [Cl:13][C:9]1[CH:8]=[C:7]2[C:12](=[CH:11][CH:10]=1)[N:4]([CH2:3][CH2:2][NH:1][C:27]([NH2:29])=[O:33])[C:5]([CH2:14][N:15]1[C:19]3=[CH:20][N:21]=[CH:22][CH:23]=[C:18]3[C:17]3([CH2:24][CH2:25]3)[C:16]1=[O:26])=[CH:6]2. The catalyst class is: 40. (4) Reactant: Br[C:2]1[N:6]([CH2:7][C:8]2[CH:13]=[CH:12][C:11]([O:14][CH3:15])=[CH:10][CH:9]=2)[N:5]=[C:4]([N+:16]([O-:18])=[O:17])[N:3]=1.[CH3:19][O:20][C:21]1[CH:37]=[CH:36][C:24]([CH2:25][NH:26][CH2:27][C:28]2[CH:33]=[CH:32][C:31]([O:34][CH3:35])=[CH:30][CH:29]=2)=[CH:23][CH:22]=1. Product: [CH3:35][O:34][C:31]1[CH:30]=[CH:29][C:28]([CH2:27][N:26]([CH2:25][C:24]2[CH:36]=[CH:37][C:21]([O:20][CH3:19])=[CH:22][CH:23]=2)[C:2]2[N:6]([CH2:7][C:8]3[CH:13]=[CH:12][C:11]([O:14][CH3:15])=[CH:10][CH:9]=3)[N:5]=[C:4]([N+:16]([O-:18])=[O:17])[N:3]=2)=[CH:33][CH:32]=1. The catalyst class is: 2. (5) Reactant: [F:1][C:2]1[CH:7]=[CH:6][C:5]([C:8]2[C:9]([C:15]([O:17]C)=[O:16])=[N:10][C:11]([CH3:14])=[CH:12][CH:13]=2)=[CH:4][CH:3]=1.O.[Li+:20].[OH-]. Product: [Li+:20].[F:1][C:2]1[CH:7]=[CH:6][C:5]([C:8]2[C:9]([C:15]([O-:17])=[O:16])=[N:10][C:11]([CH3:14])=[CH:12][CH:13]=2)=[CH:4][CH:3]=1. The catalyst class is: 14. (6) Reactant: [NH2:1][C:2]1[CH:32]=[CH:31][C:5]([O:6][C:7]2[CH:12]=[CH:11][N:10]=[C:9]3[CH:13]=[C:14]([C:16]4[CH:17]=[N:18][C:19](=[O:30])[N:20]([CH2:22][CH2:23][N:24]5[CH2:29][CH2:28][O:27][CH2:26][CH2:25]5)[CH:21]=4)[S:15][C:8]=23)=[C:4]([F:33])[CH:3]=1.[CH3:34][O:35][C:36]1[CH:41]=[CH:40][CH:39]=[CH:38][C:37]=1[NH:42][C:43](=[O:48])[CH2:44][C:45](O)=[O:46].C1C=CC2N(O)N=NC=2C=1.Cl. Product: [F:33][C:4]1[CH:3]=[C:2]([NH:1][C:45](=[O:46])[CH2:44][C:43]([NH:42][C:37]2[CH:38]=[CH:39][CH:40]=[CH:41][C:36]=2[O:35][CH3:34])=[O:48])[CH:32]=[CH:31][C:5]=1[O:6][C:7]1[CH:12]=[CH:11][N:10]=[C:9]2[CH:13]=[C:14]([C:16]3[CH:17]=[N:18][C:19](=[O:30])[N:20]([CH2:22][CH2:23][N:24]4[CH2:25][CH2:26][O:27][CH2:28][CH2:29]4)[CH:21]=3)[S:15][C:8]=12. The catalyst class is: 607.